From a dataset of Reaction yield outcomes from USPTO patents with 853,638 reactions. Predict the reaction yield, written as a fraction of the theoretical maximum amount of product (1.0 means a 100% yield; for example, 0.34 means a 34% yield). The product is [Br:1][C:2]1[CH:3]=[C:4]([C:9]2[O:10][C:11]3[C:17]([O:18][CH3:19])=[CH:16][CH:15]=[CH:14][C:12]=3[N:13]=2)[C:5]([N:8]([C:20]([O:22][C:23]([CH3:26])([CH3:25])[CH3:24])=[O:21])[C:20](=[O:21])[O:22][C:23]([CH3:26])([CH3:25])[CH3:24])=[N:6][CH:7]=1. The catalyst is CN(C)C1C=CN=CC=1.CN(C=O)C.C(OCC)(=O)C. The reactants are [Br:1][C:2]1[CH:3]=[C:4]([C:9]2[O:10][C:11]3[C:17]([O:18][CH3:19])=[CH:16][CH:15]=[CH:14][C:12]=3[N:13]=2)[C:5]([NH2:8])=[N:6][CH:7]=1.[C:20](O[C:20]([O:22][C:23]([CH3:26])([CH3:25])[CH3:24])=[O:21])([O:22][C:23]([CH3:26])([CH3:25])[CH3:24])=[O:21]. The yield is 0.646.